Dataset: Forward reaction prediction with 1.9M reactions from USPTO patents (1976-2016). Task: Predict the product of the given reaction. (1) Given the reactants Cl[C:2]1[CH:7]=[CH:6][C:5]([N+:8]([O-:10])=[O:9])=[CH:4][N:3]=1.[NH2:11][C:12]1[CH:26]=[CH:25][C:15]([C:16]([C:18]2[CH:23]=[CH:22][CH:21]=[CH:20][C:19]=2[CH3:24])=[O:17])=[C:14]([Cl:27])[CH:13]=1.CC([O-])(C)C.[K+], predict the reaction product. The product is: [Cl:27][C:14]1[CH:13]=[C:12]([NH:11][C:2]2[CH:7]=[CH:6][C:5]([N+:8]([O-:10])=[O:9])=[CH:4][N:3]=2)[CH:26]=[CH:25][C:15]=1[C:16]([C:18]1[CH:23]=[CH:22][CH:21]=[CH:20][C:19]=1[CH3:24])=[O:17]. (2) The product is: [F:17][C:12]1[C:11]2[CH:10]=[C:9]3[C:18]4[N:19]=[C:2]([C:38]5[C:39]([N:41]([CH3:46])[S:42]([CH3:45])(=[O:44])=[O:43])=[CH:40][C:30]6[O:29][C:28]([C:25]7[CH:26]=[CH:27][C:22]([F:21])=[CH:23][CH:24]=7)=[C:32]([C:33]([NH:35][CH3:36])=[O:34])[C:31]=6[CH:37]=5)[CH:3]=[CH:4][C:5]=4[N:6]([CH3:20])[CH2:7][N:8]3[C:16]=2[CH:15]=[CH:14][CH:13]=1. Given the reactants Cl[C:2]1[CH:3]=[CH:4][C:5]2[N:6]([CH3:20])[CH2:7][N:8]3[C:16]4[CH:15]=[CH:14][CH:13]=[C:12]([F:17])[C:11]=4[CH:10]=[C:9]3[C:18]=2[N:19]=1.[F:21][C:22]1[CH:27]=[CH:26][C:25]([C:28]2[O:29][C:30]3[CH:40]=[C:39]([N:41]([CH3:46])[S:42]([CH3:45])(=[O:44])=[O:43])[C:38](B4OC(C)(C)C(C)(C)O4)=[CH:37][C:31]=3[C:32]=2[C:33]([NH:35][CH3:36])=[O:34])=[CH:24][CH:23]=1.C([O-])([O-])=O.[Cs+].[Cs+], predict the reaction product. (3) Given the reactants [C:1]([O:5][C:6]([N:8]1[CH2:13][CH2:12][CH:11]([C:14]([OH:16])=O)[CH2:10][CH2:9]1)=[O:7])([CH3:4])([CH3:3])[CH3:2].ClC1N=C(OC)N=C(OC)N=1.CN1CCOCC1.[CH:35]([C:38]1[CH:43]=[CH:42][C:41]([NH2:44])=[CH:40][CH:39]=1)([CH3:37])[CH3:36], predict the reaction product. The product is: [C:1]([O:5][C:6]([N:8]1[CH2:9][CH2:10][CH:11]([C:14](=[O:16])[NH:44][C:41]2[CH:42]=[CH:43][C:38]([CH:35]([CH3:37])[CH3:36])=[CH:39][CH:40]=2)[CH2:12][CH2:13]1)=[O:7])([CH3:2])([CH3:3])[CH3:4].